Dataset: Catalyst prediction with 721,799 reactions and 888 catalyst types from USPTO. Task: Predict which catalyst facilitates the given reaction. Reactant: [CH2:1]([C@H:8]1[N:13]([C:14]([C:16]2[N:17]=[CH:18][N:19]([C@@H:27]3[CH2:32][CH2:31][CH2:30][CH2:29][C@@:28]3([OH:36])[CH2:33][O:34][CH3:35])[C:20]=2[C:21]2[CH:26]=[CH:25][CH:24]=[CH:23][CH:22]=2)=[O:15])[CH2:12][CH2:11][N:10](C(OC(C)(C)C)=O)[CH2:9]1)[C:2]1[CH:7]=[CH:6][CH:5]=[CH:4][CH:3]=1.C(OCC)(=O)C.Cl. Product: [CH2:1]([C@@H:8]1[CH2:9][NH:10][CH2:11][CH2:12][N:13]1[C:14]([C:16]1[N:17]=[CH:18][N:19]([C@@H:27]2[CH2:32][CH2:31][CH2:30][CH2:29][C@:28]2([CH2:33][O:34][CH3:35])[OH:36])[C:20]=1[C:21]1[CH:22]=[CH:23][CH:24]=[CH:25][CH:26]=1)=[O:15])[C:2]1[CH:7]=[CH:6][CH:5]=[CH:4][CH:3]=1. The catalyst class is: 5.